Dataset: NCI-60 drug combinations with 297,098 pairs across 59 cell lines. Task: Regression. Given two drug SMILES strings and cell line genomic features, predict the synergy score measuring deviation from expected non-interaction effect. (1) Drug 1: C(CC(=O)O)C(=O)CN.Cl. Drug 2: COCCOC1=C(C=C2C(=C1)C(=NC=N2)NC3=CC=CC(=C3)C#C)OCCOC.Cl. Cell line: A549. Synergy scores: CSS=25.0, Synergy_ZIP=-6.38, Synergy_Bliss=2.43, Synergy_Loewe=1.84, Synergy_HSA=3.04. (2) Drug 2: C1=CC=C(C(=C1)C(C2=CC=C(C=C2)Cl)C(Cl)Cl)Cl. Cell line: MALME-3M. Drug 1: C1C(C(OC1N2C=C(C(=O)NC2=O)F)CO)O. Synergy scores: CSS=7.47, Synergy_ZIP=-1.19, Synergy_Bliss=1.01, Synergy_Loewe=-1.81, Synergy_HSA=0.761. (3) Drug 1: CC1CCC2CC(C(=CC=CC=CC(CC(C(=O)C(C(C(=CC(C(=O)CC(OC(=O)C3CCCCN3C(=O)C(=O)C1(O2)O)C(C)CC4CCC(C(C4)OC)OCCO)C)C)O)OC)C)C)C)OC. Drug 2: CN(CC1=CN=C2C(=N1)C(=NC(=N2)N)N)C3=CC=C(C=C3)C(=O)NC(CCC(=O)O)C(=O)O. Cell line: SF-539. Synergy scores: CSS=33.8, Synergy_ZIP=-7.02, Synergy_Bliss=-2.55, Synergy_Loewe=-15.4, Synergy_HSA=-1.19.